Task: Predict the reactants needed to synthesize the given product.. Dataset: Full USPTO retrosynthesis dataset with 1.9M reactions from patents (1976-2016) (1) Given the product [C:12]([C:2]1[CH:3]=[N:4][CH:5]=[C:6]2[C:11]=1[N:10]=[CH:9][CH:8]=[CH:7]2)#[CH:13], predict the reactants needed to synthesize it. The reactants are: Br[C:2]1[CH:3]=[N:4][CH:5]=[C:6]2[C:11]=1[N:10]=[CH:9][CH:8]=[CH:7]2.[C:12]([Si](C)(C)C)#[CH:13]. (2) Given the product [C:1]([C:5]1[CH:6]=[CH:7][C:8]([O:9][CH2:10][C:11]([NH:13][CH2:14][C:15]2[CH:20]=[CH:19][C:18]([NH:21][S:22]([CH3:25])(=[O:23])=[O:24])=[C:17]([OH:26])[CH:16]=2)=[O:12])=[CH:28][CH:29]=1)([CH3:4])([CH3:2])[CH3:3], predict the reactants needed to synthesize it. The reactants are: [C:1]([C:5]1[CH:29]=[CH:28][C:8]([O:9][CH2:10][C:11]([NH:13][CH2:14][C:15]2[CH:20]=[CH:19][C:18]([NH:21][S:22]([CH3:25])(=[O:24])=[O:23])=[C:17]([O:26]C)[CH:16]=2)=[O:12])=[CH:7][CH:6]=1)([CH3:4])([CH3:3])[CH3:2].C(Cl)Cl.B(Br)(Br)Br. (3) Given the product [OH:1][C@@H:2]1[C@H:10]([OH:11])[C:9]2[C:4](=[CH:5][CH:6]=[CH:7][CH:8]=2)[C@:3]1([NH:13][C:14](=[O:22])[O:15][CH2:16][CH2:17][Si:18]([CH3:21])([CH3:20])[CH3:19])[CH3:12].[OH:11][CH:10]1[CH:2]2[C:3]([CH3:12])([NH:13][C:14](=[O:15])[O:22]2)[C:4]2[CH:5]=[CH:6][CH:7]=[CH:8][C:9]1=2, predict the reactants needed to synthesize it. The reactants are: [OH:1][C@H:2]1[C@@H:10]([OH:11])[C:9]2[C:4](=[CH:5][CH:6]=[CH:7][CH:8]=2)[C:3]1([NH:13][C:14](=[O:22])[O:15][CH2:16][CH2:17][Si:18]([CH3:21])([CH3:20])[CH3:19])[CH3:12].[H-].[Na+].[Cl-].[NH4+].C(OCC)(=O)C.